Dataset: Forward reaction prediction with 1.9M reactions from USPTO patents (1976-2016). Task: Predict the product of the given reaction. (1) Given the reactants Cl[C:2]1[N:6]([CH3:7])[N:5]=[CH:4][C:3]=1[N+:8]([O-:10])=[O:9].[F:11][C:12]1([F:19])[CH2:18][CH2:17][CH2:16][NH:15][CH2:14][CH2:13]1, predict the reaction product. The product is: [F:11][C:12]1([F:19])[CH2:18][CH2:17][CH2:16][N:15]([C:2]2[N:6]([CH3:7])[N:5]=[CH:4][C:3]=2[N+:8]([O-:10])=[O:9])[CH2:14][CH2:13]1. (2) Given the reactants [CH2:1]([N:8]1[C:17]2[C:12](=[CH:13][CH:14]=[C:15]([F:18])[CH:16]=2)[N:11]([C:19](=[O:28])[C:20]2[CH:25]=[CH:24][CH:23]=[C:22]([O:26]C)[CH:21]=2)[C@H:10]([CH2:29][CH3:30])[C:9]1=[O:31])[C:2]1[CH:7]=[CH:6][CH:5]=[CH:4][CH:3]=1.C([C@H]1N(C(=O)C2C=CC(O)=CC=2)C2C(=CC(F)=CC=2)N(C)C1=O)C, predict the reaction product. The product is: [CH2:1]([N:8]1[C:17]2[C:12](=[CH:13][CH:14]=[C:15]([F:18])[CH:16]=2)[N:11]([C:19](=[O:28])[C:20]2[CH:25]=[CH:24][CH:23]=[C:22]([OH:26])[CH:21]=2)[C@H:10]([CH2:29][CH3:30])[C:9]1=[O:31])[C:2]1[CH:7]=[CH:6][CH:5]=[CH:4][CH:3]=1. (3) The product is: [Cl:1][C:2]1[CH:3]=[C:4]2[C:5](=[CH:6][C:7]=1[F:8])[CH2:20][N:11]([C:12](=[O:17])[C:13]([F:14])([F:15])[F:16])[CH2:10][CH2:9]2. Given the reactants [Cl:1][C:2]1[CH:3]=[C:4]([CH2:9][CH2:10][NH:11][C:12](=[O:17])[C:13]([F:16])([F:15])[F:14])[CH:5]=[CH:6][C:7]=1[F:8].C=O.[C:20](O)(=O)C, predict the reaction product. (4) Given the reactants [CH3:1][O:2][CH:3]([O:21][CH3:22])[C:4]1[CH:5]=[C:6]([CH:15]=[CH:16][C:17]=1[N+:18]([O-:20])=[O:19])[O:7][C:8]1[CH:9]=[C:10]([NH2:14])[CH:11]=[CH:12][CH:13]=1.C(OC(C)C)(C)C.[C:30]1([CH2:36][O:37][C:38](Cl)=[O:39])[CH:35]=[CH:34][CH:33]=[CH:32][CH:31]=1, predict the reaction product. The product is: [CH2:36]([O:37][C:38](=[O:39])[NH:14][C:10]1[CH:11]=[CH:12][CH:13]=[C:8]([O:7][C:6]2[CH:15]=[CH:16][C:17]([N+:18]([O-:20])=[O:19])=[C:4]([CH:3]([O:2][CH3:1])[O:21][CH3:22])[CH:5]=2)[CH:9]=1)[C:30]1[CH:35]=[CH:34][CH:33]=[CH:32][CH:31]=1. (5) Given the reactants [Cl:1][C:2]1[CH:7]=[CH:6][C:5]([O:8][CH3:9])=[CH:4][C:3]=1[CH2:10][C:11]([OH:13])=[O:12].OS(O)(=O)=O.[CH3:19]O, predict the reaction product. The product is: [CH3:19][O:12][C:11](=[O:13])[CH2:10][C:3]1[CH:4]=[C:5]([O:8][CH3:9])[CH:6]=[CH:7][C:2]=1[Cl:1]. (6) Given the reactants F[C:2]1[CH:7]=[CH:6][C:5]([N+:8]([O-:10])=[O:9])=[C:4]([O:11][CH:12]([CH3:14])[CH3:13])[CH:3]=1.[C:15]([N:18]1[CH2:23][CH2:22][NH:21][CH2:20][CH2:19]1)(=[O:17])[CH3:16].C(=O)([O-])[O-].[K+].[K+], predict the reaction product. The product is: [CH:12]([O:11][C:4]1[CH:3]=[C:2]([N:21]2[CH2:22][CH2:23][N:18]([C:15](=[O:17])[CH3:16])[CH2:19][CH2:20]2)[CH:7]=[CH:6][C:5]=1[N+:8]([O-:10])=[O:9])([CH3:14])[CH3:13]. (7) Given the reactants [CH3:1][N:2](C)[CH2:3][CH2:4][N:5]1[CH2:10][CH2:9][S:8][C:7]2[CH:11]=[C:12]([N+:15]([O-:17])=[O:16])[CH:13]=[CH:14][C:6]1=2.ClC(OC(Cl)=O)C.C(Cl)Cl, predict the reaction product. The product is: [CH3:1][NH:2][CH2:3][CH2:4][N:5]1[CH2:10][CH2:9][S:8][C:7]2[CH:11]=[C:12]([N+:15]([O-:17])=[O:16])[CH:13]=[CH:14][C:6]1=2. (8) The product is: [OH:1][C:2]1[C:7]([Cl:12])=[CH:6][C:5]([N+:8]([O-:10])=[O:9])=[CH:4][N:3]=1. Given the reactants [OH:1][C:2]1[CH:7]=[CH:6][C:5]([N+:8]([O-:10])=[O:9])=[CH:4][N:3]=1.Cl.[Cl:12]([O-])(=O)=O.[Na+], predict the reaction product. (9) The product is: [ClH:3].[CH3:16][O:10][C:9](=[O:11])[C:8]1[CH:12]=[CH:13][C:14]([NH2:15])=[C:6]([OH:5])[CH:7]=1. Given the reactants S(Cl)([Cl:3])=O.[OH:5][C:6]1[CH:7]=[C:8]([CH:12]=[CH:13][C:14]=1[NH2:15])[C:9]([OH:11])=[O:10].[CH3:16]O, predict the reaction product.